The task is: Predict which catalyst facilitates the given reaction.. This data is from Catalyst prediction with 721,799 reactions and 888 catalyst types from USPTO. (1) Reactant: [CH2:1]([N:3]1[C:7]2[CH:8]=[CH:9][CH:10]=[CH:11][C:6]=2[N:5]=[C:4]1[CH2:12][C:13]#[N:14])[CH3:2].CO[CH:17](OC)[N:18]([CH3:20])[CH3:19]. Product: [CH3:19][N:18]([CH:17]=[C:12]([C:4]1[N:3]([CH2:1][CH3:2])[C:7]2[CH:8]=[CH:9][CH:10]=[CH:11][C:6]=2[N:5]=1)[C:13]#[N:14])[CH3:20]. The catalyst class is: 113. (2) Reactant: [CH2:1]([O:8][CH2:9][C@@H:10]1[O:15][CH2:14][C@@:13]([NH:25][C:26]([NH:28][C:29](=[O:36])[C:30]2[CH:35]=[CH:34][CH:33]=[CH:32][CH:31]=2)=[S:27])([C:16]2[CH:21]=[C:20]([Br:22])[C:19]([F:23])=[CH:18][C:17]=2[F:24])[C@H:12]([CH2:37]O)[CH2:11]1)[C:2]1[CH:7]=[CH:6][CH:5]=[CH:4][CH:3]=1.N1C=CC=CC=1.FC(F)(F)S(OS(C(F)(F)F)(=O)=O)(=O)=O. Product: [CH2:1]([O:8][CH2:9][C@@H:10]1[O:15][CH2:14][C:13]2([C:16]3[CH:21]=[C:20]([Br:22])[C:19]([F:23])=[CH:18][C:17]=3[F:24])[N:25]=[C:26]([NH:28][C:29](=[O:36])[C:30]3[CH:31]=[CH:32][CH:33]=[CH:34][CH:35]=3)[S:27][CH2:37][CH:12]2[CH2:11]1)[C:2]1[CH:7]=[CH:6][CH:5]=[CH:4][CH:3]=1. The catalyst class is: 4. (3) Product: [NH2:17][C:15]1[CH:16]=[C:11]([CH2:9][CH3:10])[C:12]([NH:22][S:23]([C:26]2[CH:31]=[CH:30][C:29]([CH3:32])=[CH:28][CH:27]=2)(=[O:25])=[O:24])=[C:13]([CH2:20][CH3:21])[CH:14]=1. Reactant: S(S([O-])=O)([O-])=O.[Na+].[Na+].[CH2:9]([C:11]1[CH:16]=[C:15]([N+:17]([O-])=O)[CH:14]=[C:13]([CH2:20][CH3:21])[C:12]=1[NH:22][S:23]([C:26]1[CH:31]=[CH:30][C:29]([CH3:32])=[CH:28][CH:27]=1)(=[O:25])=[O:24])[CH3:10].C(=O)([O-])[O-].[K+].[K+]. The catalyst class is: 132. (4) Reactant: [C:1]([C:3]1[CH:4]=[C:5]([S:10](Cl)(=[O:12])=[O:11])[CH:6]=[CH:7][C:8]=1[F:9])#[N:2].[NH2:14][C:15]1[S:16][CH:17]=[N:18][N:19]=1.N1C=CC=CC=1. Product: [C:1]([C:3]1[CH:4]=[C:5]([S:10]([NH:14][C:15]2[S:16][CH:17]=[N:18][N:19]=2)(=[O:12])=[O:11])[CH:6]=[CH:7][C:8]=1[F:9])#[N:2]. The catalyst class is: 2.